From a dataset of Full USPTO retrosynthesis dataset with 1.9M reactions from patents (1976-2016). Predict the reactants needed to synthesize the given product. (1) Given the product [NH2:1][C:2]1[C:7]([C:8]([O:10][CH2:11][CH3:12])=[O:9])=[C:6]([CH3:13])[N:5]=[C:4]2[S:14][C:15]([NH:27][C:26]([O:28][C:29]([CH3:32])([CH3:31])[CH3:30])=[O:33])=[C:16]([C:17]3[CH:22]=[CH:21][CH:20]=[C:19]([O:23][CH3:24])[CH:18]=3)[C:3]=12, predict the reactants needed to synthesize it. The reactants are: [NH2:1][C:2]1[C:7]([C:8]([O:10][CH2:11][CH3:12])=[O:9])=[C:6]([CH3:13])[N:5]=[C:4]2[S:14][C:15](Br)=[C:16]([C:17]3[CH:22]=[CH:21][CH:20]=[C:19]([O:23][CH3:24])[CH:18]=3)[C:3]=12.[C:26](=[O:33])([O:28][C:29]([CH3:32])([CH3:31])[CH3:30])[NH2:27].C([O-])([O-])=O.[Cs+].[Cs+]. (2) Given the product [CH:28]([N:19]1[CH:20]=[C:15]([CH2:14][N:11]2[CH2:12][CH2:13][CH:9]([C:4]3[CH:5]=[CH:6][CH:7]=[CH:8][C:3]=3[O:2][CH3:1])[CH2:10]2)[CH:16]=[CH:17][C:18]1=[O:21])([CH3:30])[CH3:29], predict the reactants needed to synthesize it. The reactants are: [CH3:1][O:2][C:3]1[CH:8]=[CH:7][CH:6]=[CH:5][C:4]=1[CH:9]1[CH2:13][CH2:12][N:11]([CH2:14][C:15]2[CH:16]=[CH:17][C:18](=[O:21])[NH:19][CH:20]=2)[CH2:10]1.C([O-])([O-])=O.[Na+].[Na+].[CH:28](I)([CH3:30])[CH3:29]. (3) Given the product [CH2:22]([C:24]1[CH:34]=[CH:33][C:27]([O:28][CH2:29][C@@H:30]([OH:31])[CH2:32][N:1]2[CH2:2][CH2:3][C:4]3([O:11][C:10]4[C:12]5[C:17]([C:18](=[O:21])[C:19](=[O:20])[C:9]=4[S:8][CH2:7]3)=[CH:16][CH:15]=[CH:14][CH:13]=5)[CH2:5][CH2:6]2)=[CH:26][CH:25]=1)[CH3:23], predict the reactants needed to synthesize it. The reactants are: [NH:1]1[CH2:6][CH2:5][C:4]2([O:11][C:10]3[C:12]4[C:17]([C:18](=[O:21])[C:19](=[O:20])[C:9]=3[S:8][CH2:7]2)=[CH:16][CH:15]=[CH:14][CH:13]=4)[CH2:3][CH2:2]1.[CH2:22]([C:24]1[CH:34]=[CH:33][C:27]([O:28][CH2:29][C@@H:30]2[CH2:32][O:31]2)=[CH:26][CH:25]=1)[CH3:23]. (4) Given the product [CH2:48]([O:23][CH2:22][CH:20]([CH2:19][O:18][C:1](=[O:17])[CH2:2][CH2:3][CH2:4][CH2:5][CH2:6][CH2:7][CH2:8][CH2:9][CH2:10][CH2:11][CH2:12][CH2:13][CH2:14][CH2:15][CH3:16])[OH:21])[CH2:49][CH2:50][CH2:51][CH2:52][CH2:53][CH2:54][CH2:55]/[CH:56]=[CH:57]\[CH2:58][CH2:59][CH2:60][CH2:61][CH2:62][CH2:63][CH2:64][CH3:65], predict the reactants needed to synthesize it. The reactants are: [C:1]([O:18][CH2:19][CH:20]([CH2:22][OH:23])[OH:21])(=[O:17])[CH2:2][CH2:3][CH2:4][CH2:5][CH2:6][CH2:7][CH2:8][CH2:9][CH2:10][CH2:11][CH2:12][CH2:13][CH2:14][CH2:15][CH3:16].C1(N=C=NC2CCCCC2)CCCCC1.CN(C1C=CC=CN=1)C.[C:48](O)(=O)[CH2:49][CH2:50][CH2:51][CH2:52][CH2:53][CH2:54][CH2:55]/[CH:56]=[CH:57]\[CH2:58][CH2:59][CH2:60][CH2:61][CH2:62][CH2:63][CH2:64][CH3:65]. (5) Given the product [CH3:7][O:8][C:9]1[C:10]([CH2:19][CH2:20][C:21]2[CH:25]=[CH:24][S:23][CH:22]=2)=[C:11]([CH2:15][CH2:16][OH:17])[CH:12]=[CH:13][CH:14]=1, predict the reactants needed to synthesize it. The reactants are: [H-].[Al+3].[Li+].[H-].[H-].[H-].[CH3:7][O:8][C:9]1[C:10]([CH2:19][CH2:20][C:21]2[CH:25]=[CH:24][S:23][CH:22]=2)=[C:11]([CH2:15][C:16](O)=[O:17])[CH:12]=[CH:13][CH:14]=1.S(=O)(=O)(O)O.